From a dataset of Reaction yield outcomes from USPTO patents with 853,638 reactions. Predict the reaction yield, written as a fraction of the theoretical maximum amount of product (1.0 means a 100% yield; for example, 0.34 means a 34% yield). (1) The reactants are [CH3:1][CH2:2][CH:3]([O:6][C:7]1[CH:8]=[C:9]([CH:13]=[CH:14][CH:15]=1)[C:10]([OH:12])=O)[CH2:4][CH3:5].[NH2:16][C@@H:17]1[C@H:21]2[O:22][CH2:23][C@H:24]([NH:25][C:26]([CH:28]3[CH2:30][CH2:29]3)=[O:27])[C@H:20]2[O:19][CH2:18]1. No catalyst specified. The product is [CH:28]1([C:26]([NH:25][C@@H:24]2[C@H:20]3[O:19][CH2:18][C@H:17]([NH:16][C:10](=[O:12])[C:9]4[CH:13]=[CH:14][CH:15]=[C:7]([O:6][CH:3]([CH2:2][CH3:1])[CH2:4][CH3:5])[CH:8]=4)[C@H:21]3[O:22][CH2:23]2)=[O:27])[CH2:29][CH2:30]1. The yield is 0.377. (2) The reactants are [NH2:1][N:2]1[C:6]([C:7]([OH:9])=O)=[CH:5][N:4]=[C:3]1[CH:10]1[CH2:14][CH2:13][O:12][CH2:11]1.[Cl:15][C:16]1[CH:21]=[CH:20][C:19]([C@H:22]2[CH2:26][NH:25][C:24](SC)=[N:23]2)=[CH:18][CH:17]=1.CN(C(ON1N=NC2C=CC=CC1=2)=[N+](C)C)C.[B-](F)(F)(F)F.CCN(C(C)C)C(C)C. The catalyst is CN(C=O)C. The product is [Cl:15][C:16]1[CH:17]=[CH:18][C:19]([C@H:22]2[CH2:26][N:25]3[C:24]([NH:1][N:2]4[C:3]([CH:10]5[CH2:14][CH2:13][O:12][CH2:11]5)=[N:4][CH:5]=[C:6]4[C:7]3=[O:9])=[N:23]2)=[CH:20][CH:21]=1. The yield is 0.500.